Dataset: Full USPTO retrosynthesis dataset with 1.9M reactions from patents (1976-2016). Task: Predict the reactants needed to synthesize the given product. (1) Given the product [F:1][C:2]1[CH:29]=[C:28]([F:30])[CH:27]=[CH:26][C:3]=1[CH2:4][O:5][C:6]1[N:7]=[CH:8][N:9]([C:15]2[CH:16]=[C:17]([CH:22]=[CH:23][C:24]=2[CH3:25])[C:18]([OH:20])=[O:19])[C:10](=[O:14])[C:11]=1[CH2:12][CH3:13], predict the reactants needed to synthesize it. The reactants are: [F:1][C:2]1[CH:29]=[C:28]([F:30])[CH:27]=[CH:26][C:3]=1[CH2:4][O:5][C:6]1[N:7]=[CH:8][N:9]([C:15]2[CH:16]=[C:17]([CH:22]=[CH:23][C:24]=2[CH3:25])[C:18]([O:20]C)=[O:19])[C:10](=[O:14])[C:11]=1[CH2:12][CH3:13].[OH-].[Na+].C(O)(=O)CC(CC(O)=O)(C(O)=O)O. (2) Given the product [CH2:12]([O:1][C:2]1[CH:6]=[C:5]([C:7]([O:9][CH3:10])=[O:8])[N:4]([CH3:11])[N:3]=1)[C:13]1[CH:18]=[CH:17][CH:16]=[CH:15][CH:14]=1, predict the reactants needed to synthesize it. The reactants are: [OH:1][C:2]1[CH:6]=[C:5]([C:7]([O:9][CH3:10])=[O:8])[N:4]([CH3:11])[N:3]=1.[CH2:12](Br)[C:13]1[CH:18]=[CH:17][CH:16]=[CH:15][CH:14]=1.C(=O)([O-])[O-].[K+].[K+].Cl. (3) Given the product [Br:11][C:10]1[C:5]([C:2]#[N:3])=[N:6][CH:7]=[C:8]([Cl:12])[CH:9]=1, predict the reactants needed to synthesize it. The reactants are: [Cu][C:2]#[N:3].Br[C:5]1[C:10]([Br:11])=[CH:9][C:8]([Cl:12])=[CH:7][N:6]=1.C(#N)CC. (4) Given the product [CH3:1][O:2][C:3]1[CH:8]=[CH:7][CH:6]=[CH:5][C:4]=1[CH2:9][C:10]1[O:12][N:26]=[C:20]([C:21]([O:23][CH2:24][CH3:25])=[O:22])[N:19]=1, predict the reactants needed to synthesize it. The reactants are: [CH3:1][O:2][C:3]1[CH:8]=[CH:7][CH:6]=[CH:5][C:4]=1[CH2:9][C:10]([OH:12])=O.C(Cl)(=O)C(Cl)=O.[NH2:19][C:20](=[N:26]O)[C:21]([O:23][CH2:24][CH3:25])=[O:22].C(N(CC)C(C)C)(C)C. (5) Given the product [Cl:8][C:4]1[CH:3]=[C:2]([C:17]2([OH:21])[CH2:18][CH2:19][CH2:20][CH:15]([CH3:14])[CH2:16]2)[CH:7]=[CH:6][N:5]=1, predict the reactants needed to synthesize it. The reactants are: Br[C:2]1[CH:7]=[CH:6][N:5]=[C:4]([Cl:8])[CH:3]=1.C([Mg]Cl)(C)C.[CH3:14][CH:15]1[CH2:20][CH2:19][CH2:18][C:17](=[O:21])[CH2:16]1. (6) Given the product [CH2:22]([O:24][C:25]([C:27]1([C:30]2[CH:35]=[CH:34][C:33]([C:2]3[CH:7]=[CH:6][C:5]([C:8]4[O:12][N:11]=[C:10]([CH3:13])[C:9]=4[CH:14]([OH:21])[CH2:15][S:16][C:17]([CH3:20])([CH3:19])[CH3:18])=[CH:4][CH:3]=3)=[CH:32][CH:31]=2)[CH2:28][CH2:29]1)=[O:26])[CH3:23], predict the reactants needed to synthesize it. The reactants are: Br[C:2]1[CH:7]=[CH:6][C:5]([C:8]2[O:12][N:11]=[C:10]([CH3:13])[C:9]=2[CH:14]([OH:21])[CH2:15][S:16][C:17]([CH3:20])([CH3:19])[CH3:18])=[CH:4][CH:3]=1.[CH2:22]([O:24][C:25]([C:27]1([C:30]2[CH:35]=[CH:34][C:33](B3OC(C)(C)C(C)(C)O3)=[CH:32][CH:31]=2)[CH2:29][CH2:28]1)=[O:26])[CH3:23]. (7) Given the product [C:1]([C:5]1[CH:10]=[CH:9][C:8]([C:11]2[N:12]([C:32]([N:45]3[CH2:46][CH2:47][N:42]([C:39](=[O:41])[CH3:40])[CH2:43][CH2:44]3)=[O:33])[C@@:13]([C:25]3[CH:30]=[CH:29][C:28]([Cl:31])=[CH:27][CH:26]=3)([CH3:24])[C@@:14]([C:17]3[CH:22]=[CH:21][C:20]([Cl:23])=[CH:19][CH:18]=3)([CH3:16])[N:15]=2)=[C:7]([O:35][CH:36]([CH3:38])[CH3:37])[CH:6]=1)([CH3:3])([CH3:2])[CH3:4], predict the reactants needed to synthesize it. The reactants are: [C:1]([C:5]1[CH:10]=[CH:9][C:8]([C:11]2[N:12]([C:32](Cl)=[O:33])[C:13]([C:25]3[CH:30]=[CH:29][C:28]([Cl:31])=[CH:27][CH:26]=3)([CH3:24])[C:14]([C:17]3[CH:22]=[CH:21][C:20]([Cl:23])=[CH:19][CH:18]=3)([CH3:16])[N:15]=2)=[C:7]([O:35][CH:36]([CH3:38])[CH3:37])[CH:6]=1)([CH3:4])([CH3:3])[CH3:2].[C:39]([N:42]1[CH2:47][CH2:46][NH:45][CH2:44][CH2:43]1)(=[O:41])[CH3:40]. (8) Given the product [CH3:4][C:5]1[CH:6]=[C:7]([CH:21]=[CH:22][C:23]=1[N+:24]([O-:26])=[O:25])[CH2:8][C:9]1[N:13]=[C:12]([C:14]([F:20])([F:19])[C:15]([F:18])([F:17])[F:16])[NH:2][N:10]=1, predict the reactants needed to synthesize it. The reactants are: O.[NH2:2]N.[CH3:4][C:5]1[CH:6]=[C:7]([CH:21]=[CH:22][C:23]=1[N+:24]([O-:26])=[O:25])[CH2:8][C:9]1[N:13]=[C:12]([C:14]([F:20])([F:19])[C:15]([F:18])([F:17])[F:16])O[N:10]=1.